From a dataset of Peptide-MHC class I binding affinity with 185,985 pairs from IEDB/IMGT. Regression. Given a peptide amino acid sequence and an MHC pseudo amino acid sequence, predict their binding affinity value. This is MHC class I binding data. The peptide sequence is RLKDYQHFV. The MHC is HLA-A30:01 with pseudo-sequence HLA-A30:01. The binding affinity (normalized) is 1.00.